This data is from Catalyst prediction with 721,799 reactions and 888 catalyst types from USPTO. The task is: Predict which catalyst facilitates the given reaction. (1) Reactant: [F-].C([N+](CCCC)(CCCC)CCCC)CCC.O1CCCC1.[Br:24][C:25]1[CH:26]=[N:27][CH:28]=[C:29]([C:31]2[CH:35]=[CH:34][N:33]([Si](C(C)C)(C(C)C)C(C)C)[CH:32]=2)[CH:30]=1. Product: [Br:24][C:25]1[CH:26]=[N:27][CH:28]=[C:29]([C:31]2[CH:35]=[CH:34][NH:33][CH:32]=2)[CH:30]=1. The catalyst class is: 6. (2) Reactant: [Cl:1][C:2]1[C:7]2[N:8]([CH:35]3[CH2:39][CH2:38][CH2:37][CH2:36]3)[C:9]3[N:10]=[C:11]([NH:15][C:16]4[N:21]=[CH:20][C:19]([N:22]5[CH2:27][CH2:26][N:25](C(OC(C)(C)C)=O)[CH2:24][CH2:23]5)=[CH:18][CH:17]=4)[N:12]=[CH:13][C:14]=3[C:6]=2[CH:5]=[CH:4][N:3]=1.[ClH:40].O1CCOCC1. Product: [Cl:1][C:2]1[C:7]2[N:8]([CH:35]3[CH2:39][CH2:38][CH2:37][CH2:36]3)[C:9]3[N:10]=[C:11]([NH:15][C:16]4[CH:17]=[CH:18][C:19]([N:22]5[CH2:23][CH2:24][NH:25][CH2:26][CH2:27]5)=[CH:20][N:21]=4)[N:12]=[CH:13][C:14]=3[C:6]=2[CH:5]=[CH:4][N:3]=1.[ClH:40]. The catalyst class is: 158. (3) Product: [CH2:1]([O:4][CH:5]([CH2:17][CH2:18][CH2:19][CH2:20][CH3:21])/[CH:6]=[CH:7]/[B:8]([OH:12])[OH:9])[CH:2]=[CH2:3]. Reactant: [CH2:1]([O:4][CH:5]([CH2:17][CH2:18][CH2:19][CH2:20][CH3:21])/[CH:6]=[CH:7]/[B:8]1[O:12]C(C)(C)C(C)(C)[O:9]1)[CH:2]=[CH2:3]. The catalyst class is: 95. (4) Reactant: Br[C:2]1[C:3]([C:8]([OH:10])=O)=[N:4][N:5]([CH3:7])[CH:6]=1.[NH4+].[Cl-].C[N:14](C(ON1N=NC2C=CC=CC1=2)=[N+](C)C)C.[B-](F)(F)(F)F.CCN(C(C)C)C(C)C.CN(C=O)C.[Cl:49][C:50]1[C:55]([F:56])=[CH:54][CH:53]=[C:52]([O:57][CH3:58])[C:51]=1[C@H:59]([C:61]1[C:69]2[C:64](=[N:65][CH:66]=[C:67](B3OC(C)(C)C(C)(C)O3)[CH:68]=2)[NH:63][CH:62]=1)[CH3:60].C([O-])([O-])=O.[K+].[K+].O. Product: [Cl:49][C:50]1[C:55]([F:56])=[CH:54][CH:53]=[C:52]([O:57][CH3:58])[C:51]=1[C@H:59]([C:61]1[C:69]2[C:64](=[N:65][CH:66]=[C:67]([C:2]3[C:3]([C:8]([NH2:14])=[O:10])=[N:4][N:5]([CH3:7])[CH:6]=3)[CH:68]=2)[NH:63][CH:62]=1)[CH3:60]. The catalyst class is: 12.